Dataset: Forward reaction prediction with 1.9M reactions from USPTO patents (1976-2016). Task: Predict the product of the given reaction. (1) The product is: [Cl:1][C:2]1[C:3]([F:25])=[C:4]([C:17]2[CH:22]=[C:21]([O:23][CH3:24])[N:20]=[CH:19][N:18]=2)[C:5]([N:8]2[CH:12]=[C:11]([Cl:33])[N:10]=[N:9]2)=[CH:6][CH:7]=1. Given the reactants [Cl:1][C:2]1[C:3]([F:25])=[C:4]([C:17]2[CH:22]=[C:21]([O:23][CH3:24])[N:20]=[CH:19][N:18]=2)[C:5]([N:8]2[CH:12]=[C:11]([Si](C)(C)C)[N:10]=[N:9]2)=[CH:6][CH:7]=1.C1C(=O)N([Cl:33])C(=O)C1, predict the reaction product. (2) Given the reactants CN1CCC(=C)CC1.BrC1C=C(NC(=O)C)C=C(C(F)(F)F)C=1.[N:24]1([CH2:30][CH2:31][CH2:32][C:33]2[CH:34]=[C:35]([NH:43][C:44](=[O:46])[CH3:45])[CH:36]=[C:37]([C:39]([F:42])([F:41])[F:40])[CH:38]=2)[CH2:29]CC[CH2:26][CH2:25]1, predict the reaction product. The product is: [CH3:29][N:24]1[CH2:25][CH2:26][CH:32]([C:33]2[CH:34]=[C:35]([NH:43][C:44](=[O:46])[CH3:45])[CH:36]=[C:37]([C:39]([F:40])([F:41])[F:42])[CH:38]=2)[CH2:31][CH2:30]1. (3) Given the reactants Br[C:2]1[CH:7]=[CH:6][C:5]([NH:8][C:9]([CH3:12])([CH3:11])[CH3:10])=[C:4]([N+:13]([O-:15])=[O:14])[CH:3]=1.[B:16]1([B:16]2[O:20][C:19]([CH3:22])([CH3:21])[C:18]([CH3:24])([CH3:23])[O:17]2)[O:20][C:19]([CH3:22])([CH3:21])[C:18]([CH3:24])([CH3:23])[O:17]1.CC([O-])=O.[K+], predict the reaction product. The product is: [C:9]([NH:8][C:5]1[CH:6]=[CH:7][C:2]([B:16]2[O:20][C:19]([CH3:22])([CH3:21])[C:18]([CH3:24])([CH3:23])[O:17]2)=[CH:3][C:4]=1[N+:13]([O-:15])=[O:14])([CH3:12])([CH3:11])[CH3:10]. (4) Given the reactants CC([N:5]([C@:9]([C:13]([NH:15][C:16]1[CH:17]=[N:18][C:19]([O:22][C:23]2[CH:28]=[CH:27][CH:26]=[C:25]3[O:29][CH2:30][CH2:31][C:32]4([CH2:34][CH2:33]4)[C:24]=23)=[N:20][CH:21]=1)=[O:14])([CH3:12])[CH2:10][CH3:11])C(=O)[O-])(C)C.C(O)(C(F)(F)F)=O, predict the reaction product. The product is: [C:32]12([C:24]3[C:25](=[CH:26][CH:27]=[CH:28][C:23]=3[O:22][C:19]3[N:20]=[CH:21][C:16]([NH:15][C:13](=[O:14])[C@:9]([CH3:12])([CH2:10][CH3:11])[NH2:5])=[CH:17][N:18]=3)[O:29][CH2:30][CH2:31]1)[CH2:33][CH2:34]2. (5) Given the reactants [C:1]([C:3]1[CH:4]=[C:5]([NH:9][C:10]2[C:19]3[C:14](=[CH:15][CH:16]=[C:17]([S:20]([N:23]4[CH:27]=[CH:26][C:25]([CH:28]=[CH:29][C:30](O)=[O:31])=[CH:24]4)(=[O:22])=[O:21])[CH:18]=3)[N:13]=[CH:12][N:11]=2)[CH:6]=[CH:7][CH:8]=1)#[CH:2].[O:33]1[CH2:38][CH2:37][CH2:36][CH2:35][CH:34]1[O:39][NH2:40].F[P-](F)(F)(F)(F)F.N1(O[P+](N(C)C)(N(C)C)N(C)C)C2C=CC=CC=2N=N1.C(N(CC)CC)C, predict the reaction product. The product is: [C:1]([C:3]1[CH:4]=[C:5]([NH:9][C:10]2[C:19]3[C:14](=[CH:15][CH:16]=[C:17]([S:20]([N:23]4[CH:27]=[CH:26][C:25]([CH:28]=[CH:29][C:30]([NH:40][O:39][CH:34]5[CH2:35][CH2:36][CH2:37][CH2:38][O:33]5)=[O:31])=[CH:24]4)(=[O:22])=[O:21])[CH:18]=3)[N:13]=[CH:12][N:11]=2)[CH:6]=[CH:7][CH:8]=1)#[CH:2]. (6) The product is: [CH2:8]([O:7][C:5]([C:4]1[CH:10]=[CH:11][C:12]2[N:13]([CH2:14][CH2:15][N:16]([CH3:17])[CH3:20])[C:75]([C:71]3[CH:72]=[CH:73][C:74]4[N:62]([CH2:60][CH3:61])[C:63]5[C:68]([C:69]=4[CH:70]=3)=[CH:67][CH:66]=[CH:65][CH:64]=5)=[N:1][C:2]=2[CH:3]=1)=[O:6])[CH3:9]. Given the reactants [NH2:1][C:2]1[CH:3]=[C:4]([CH:10]=[CH:11][C:12]=1[NH:13][CH2:14][CH2:15][N:16]1[CH2:20]CC[CH2:17]1)[C:5]([O:7][CH2:8][CH3:9])=[O:6].NC1C=C(C=CC=1NCCN(C)C)C(OCC)=O.ClC1C=CC(C(OCC)=O)=CC=1[N+]([O-])=O.CN(C)CCN.[CH2:60]([N:62]1[C:74]2[CH:73]=[CH:72][C:71]([CH:75]=O)=[CH:70][C:69]=2[C:68]2[C:63]1=[CH:64][CH:65]=[CH:66][CH:67]=2)[CH3:61], predict the reaction product. (7) Given the reactants [F:1][C:2]1[CH:7]=[CH:6][C:5]([C:8]2[S:12][C:11]([CH3:13])=[N:10][C:9]=2[C:14]([OH:16])=O)=[CH:4][CH:3]=1.C(N(CC)C(C)C)(C)C.CN(C(ON1N=NC2C=CC=NC1=2)=[N+](C)C)C.F[P-](F)(F)(F)(F)F.Cl.Cl.[F:52][C:53]1[CH:54]=[C:55]2[C:60](=[CH:61][C:62]=1[F:63])[N:59]=[C:58]([NH:64][CH2:65][CH2:66][NH:67][CH3:68])[CH:57]=[N:56]2, predict the reaction product. The product is: [F:52][C:53]1[CH:54]=[C:55]2[C:60](=[CH:61][C:62]=1[F:63])[N:59]=[C:58]([NH:64][CH2:65][CH2:66][N:67]([CH3:68])[C:14]([C:9]1[N:10]=[C:11]([CH3:13])[S:12][C:8]=1[C:5]1[CH:4]=[CH:3][C:2]([F:1])=[CH:7][CH:6]=1)=[O:16])[CH:57]=[N:56]2. (8) Given the reactants [Br:1][C:2]1[CH:3]=[C:4](I)[C:5]([NH:8][C:9](=[O:11])[CH3:10])=[N:6][CH:7]=1.C(N(CC)CC)C.[CH3:20][Si:21]([C:24]#[CH:25])([CH3:23])[CH3:22], predict the reaction product. The product is: [Br:1][C:2]1[CH:3]=[C:4]([C:25]#[C:24][Si:21]([CH3:23])([CH3:22])[CH3:20])[C:5]([NH:8][C:9](=[O:11])[CH3:10])=[N:6][CH:7]=1. (9) Given the reactants C(OC([N:11]1[CH2:16][CH2:15][CH:14]([NH:17][C:18]([O:20][C:21]([CH3:24])([CH3:23])[CH3:22])=[O:19])[CH:13]([O:25][Si:26]([C:29]([CH3:32])([CH3:31])[CH3:30])([CH3:28])[CH3:27])[CH2:12]1)=O)C1C=CC=CC=1, predict the reaction product. The product is: [C:21]([O:20][C:18](=[O:19])[NH:17][CH:14]1[CH2:15][CH2:16][NH:11][CH2:12][CH:13]1[O:25][Si:26]([C:29]([CH3:32])([CH3:31])[CH3:30])([CH3:27])[CH3:28])([CH3:24])([CH3:22])[CH3:23]. (10) Given the reactants [I:1][C:2]1[N:6]([CH3:7])[C:5]([C:8]2[CH:13]=[CH:12][CH:11]=[CH:10][N:9]=2)=[N:4][C:3]=1[C:14]1[CH:23]=[CH:22][C:17]([C:18]([NH:20][NH2:21])=[O:19])=[CH:16][CH:15]=1.[C:24](O)(C(F)(F)F)=O, predict the reaction product. The product is: [I:1][C:2]1[N:6]([CH3:7])[C:5]([C:8]2[CH:13]=[CH:12][CH:11]=[CH:10][N:9]=2)=[N:4][C:3]=1[C:14]1[CH:23]=[CH:22][C:17]([C:18]2[O:19][CH:24]=[N:21][N:20]=2)=[CH:16][CH:15]=1.